Predict the reactants needed to synthesize the given product. From a dataset of Full USPTO retrosynthesis dataset with 1.9M reactions from patents (1976-2016). (1) Given the product [CH3:11][C:12]1[NH:10][C:9]2[CH:8]=[CH:7][C:4]([C:5]#[N:6])=[CH:3][C:2]=2[N:1]=1, predict the reactants needed to synthesize it. The reactants are: [NH2:1][C:2]1[CH:3]=[C:4]([CH:7]=[CH:8][C:9]=1[NH2:10])[C:5]#[N:6].[CH3:11][C:12](OC(C)=O)=O. (2) Given the product [F:32][C:17]([F:16])([C:18]1[N:4]2[CH:5]=[C:6]([C:8]3[CH:9]=[N:10][N:11]([CH3:13])[CH:12]=3)[CH:7]=[C:2]([F:1])[C:3]2=[N:14][N:15]=1)[C:22]1[CH:23]=[C:24]2[C:29](=[CH:30][CH:31]=1)[N:28]=[CH:27][CH:26]=[CH:25]2, predict the reactants needed to synthesize it. The reactants are: [F:1][C:2]1[C:3]([NH:14][NH2:15])=[N:4][CH:5]=[C:6]([C:8]2[CH:9]=[N:10][N:11]([CH3:13])[CH:12]=2)[CH:7]=1.[F:16][C:17]([F:32])([C:22]1[CH:23]=[C:24]2[C:29](=[CH:30][CH:31]=1)[N:28]=[CH:27][CH:26]=[CH:25]2)[C:18](OC)=O.C1(P(C2C=CC=CC=2)C2C=CC=CC=2)C=CC=CC=1.CCN(C(C)C)C(C)C.ClC(Cl)(Cl)C#N. (3) Given the product [Cl:12][C:13]1[C:18]([N+:19]([O-:21])=[O:20])=[CH:17][CH:16]=[CH:15][C:14]=1[CH:22]=[O:23], predict the reactants needed to synthesize it. The reactants are: [Cr](Cl)([O-])(=O)=O.[NH+]1C=CC=CC=1.[Cl:12][C:13]1[C:18]([N+:19]([O-:21])=[O:20])=[CH:17][CH:16]=[CH:15][C:14]=1[CH2:22][OH:23]. (4) Given the product [Cl:19][CH2:15][C:9]1[CH:10]=[N:11][C:12]2[C:7]([CH:8]=1)=[CH:6][C:5]([S:2]([CH3:1])(=[O:4])=[O:3])=[CH:14][CH:13]=2, predict the reactants needed to synthesize it. The reactants are: [CH3:1][S:2]([C:5]1[CH:6]=[C:7]2[C:12](=[CH:13][CH:14]=1)[N:11]=[CH:10][C:9]([CH2:15]O)=[CH:8]2)(=[O:4])=[O:3].O=S(Cl)[Cl:19]. (5) The reactants are: F[C:2]1[CH:7]=[CH:6][C:5]([C:8]([F:11])([F:10])[F:9])=[CH:4][C:3]=1[N+:12]([O-:14])=[O:13].[OH:15][C:16]1[CH:17]=[N:18][CH:19]=[CH:20][CH:21]=1.C(=O)([O-])[O-].[Cs+].[Cs+].O. Given the product [N+:12]([C:3]1[CH:4]=[C:5]([C:8]([F:11])([F:10])[F:9])[CH:6]=[CH:7][C:2]=1[O:15][C:16]1[CH:17]=[N:18][CH:19]=[CH:20][CH:21]=1)([O-:14])=[O:13], predict the reactants needed to synthesize it. (6) Given the product [I:25][C:17]1[CH:16]=[N:15][N:5]2[CH:6]=[CH:7][CH:8]=[C:3]([O:2][CH3:1])[C:4]=12, predict the reactants needed to synthesize it. The reactants are: [CH3:1][O:2][C:3]1[C:4]2[N:5]([N:15]=[CH:16][CH:17]=2)[CH:6]=[C:7](C2C=CC=CC=2)[CH:8]=1.C1C(=O)N([I:25])C(=O)C1.C(OCC)(=O)C.O.